From a dataset of Reaction yield outcomes from USPTO patents with 853,638 reactions. Predict the reaction yield, written as a fraction of the theoretical maximum amount of product (1.0 means a 100% yield; for example, 0.34 means a 34% yield). (1) The reactants are [C:1]([C:5]1[CH:10]=[CH:9][C:8]([C:11]2[C:16]([CH3:17])=[CH:15][C:14]([O:18][CH:19]([C:24]3[CH:32]=[CH:31][C:27]([C:28]([OH:30])=O)=[CH:26][CH:25]=3)[CH2:20][CH:21]([CH3:23])[CH3:22])=[CH:13][C:12]=2[CH3:33])=[CH:7][CH:6]=1)([CH3:4])([CH3:3])[CH3:2].ClC1N=C(OC)N=C(OC)N=1.CN1CCOCC1.Cl.[NH2:53][CH2:54][C:55]#[N:56]. The catalyst is C1COCC1. The product is [C:1]([C:5]1[CH:6]=[CH:7][C:8]([C:11]2[C:12]([CH3:33])=[CH:13][C:14]([O:18][CH:19]([C:24]3[CH:25]=[CH:26][C:27]([C:28]([NH:56][CH2:55][C:54]#[N:53])=[O:30])=[CH:31][CH:32]=3)[CH2:20][CH:21]([CH3:23])[CH3:22])=[CH:15][C:16]=2[CH3:17])=[CH:9][CH:10]=1)([CH3:2])([CH3:3])[CH3:4]. The yield is 0.740. (2) The reactants are [Cl:1][CH:2]([Cl:17])[S:3][C:4]1[C:13](=[O:14])[C:12]2[C:7](=[CH:8][C:9]([F:15])=[CH:10][CH:11]=2)[N:6]([CH3:16])[CH:5]=1.C1C=C(Cl)C=C(C(OO)=[O:26])C=1. The catalyst is C(Cl)Cl. The product is [Cl:17][CH:2]([Cl:1])[S:3]([C:4]1[C:13](=[O:14])[C:12]2[C:7](=[CH:8][C:9]([F:15])=[CH:10][CH:11]=2)[N:6]([CH3:16])[CH:5]=1)=[O:26]. The yield is 0.500. (3) The reactants are [O:1]=[C:2]1[CH:8](C(OC)=O)[CH2:7][C:6]2[CH:13]=[CH:14][CH:15]=[CH:16][C:5]=2[CH2:4][CH:3]1C(OC)=O.[OH-].[K+]. The catalyst is C(O)C. The product is [CH:13]1[C:6]2[CH2:7][CH2:8][C:2](=[O:1])[CH2:3][CH2:4][C:5]=2[CH:16]=[CH:15][CH:14]=1. The yield is 0.570. (4) The reactants are [Si]([O:8][CH2:9][CH2:10][CH2:11][N:12]1[CH2:16][CH2:15][NH:14][C:13]1=[O:17])(C(C)(C)C)(C)C.[H-].[Na+].Br[CH2:21][CH2:22][CH2:23]Br.CCN(C(C)C)C(C)C.[NH:34]1[CH2:39][CH2:38][CH:37]([O:40][C:41](=[O:55])[NH:42][C:43]2[CH:48]=[CH:47][CH:46]=[CH:45][C:44]=2[C:49]2[CH:54]=[CH:53][CH:52]=[CH:51][CH:50]=2)[CH2:36][CH2:35]1. The catalyst is CN(C=O)C.Cl.C(Cl)Cl.C(#N)C. The product is [OH:8][CH2:9][CH2:10][CH2:11][N:12]1[CH2:16][CH2:15][N:14]([CH2:21][CH2:22][CH2:23][N:34]2[CH2:35][CH2:36][CH:37]([O:40][C:41](=[O:55])[NH:42][C:43]3[CH:48]=[CH:47][CH:46]=[CH:45][C:44]=3[C:49]3[CH:54]=[CH:53][CH:52]=[CH:51][CH:50]=3)[CH2:38][CH2:39]2)[C:13]1=[O:17]. The yield is 0.0980. (5) The reactants are C[O:2][C:3]([C:5]1[CH:6]=[N:7][C:8](Br)=[CH:9][CH:10]=1)=[O:4].[F:12][C:13]1[CH:18]=[CH:17][C:16](B(O)O)=[C:15]([CH3:22])[CH:14]=1.[F-].[Cs+].C(=O)([O-])[O-].[Na+].[Na+].C1(P(C2C=CC=CC=2)C2C=CC=CC=2)C=CC=CC=1. The catalyst is CN(C)C=O.O.CC([O-])=O.CC([O-])=O.[Pd+2]. The product is [F:12][C:13]1[CH:18]=[CH:17][C:16]([C:8]2[N:7]=[CH:6][C:5]([C:3]([OH:2])=[O:4])=[CH:10][CH:9]=2)=[C:15]([CH3:22])[CH:14]=1. The yield is 0.740. (6) The reactants are [Cl:1][C:2]1[CH:7]=[C:6]([N+:8]([O-])=O)[C:5]([O:11][CH2:12][CH3:13])=[CH:4][C:3]=1[O:14][CH2:15][CH3:16]. The catalyst is CCO.CCOC(C)=O.[Pd]. The product is [Cl:1][C:2]1[C:3]([O:14][CH2:15][CH3:16])=[CH:4][C:5]([O:11][CH2:12][CH3:13])=[C:6]([CH:7]=1)[NH2:8]. The yield is 0.290. (7) The reactants are C(OC([N:8]1[CH2:13][CH2:12][CH:11]([C:14]2[C:19]([N:20]3[C:28]4[C:23](=[CH:24][CH:25]=[CH:26][CH:27]=4)[CH2:22][CH2:21]3)=[CH:18][CH:17]=[CH:16][N:15]=2)[CH2:10][CH2:9]1)=O)(C)(C)C.[ClH:29]. The catalyst is CO. The product is [ClH:29].[N:20]1([C:19]2[C:14]([CH:11]3[CH2:12][CH2:13][NH:8][CH2:9][CH2:10]3)=[N:15][CH:16]=[CH:17][CH:18]=2)[C:28]2[C:23](=[CH:24][CH:25]=[CH:26][CH:27]=2)[CH2:22][CH2:21]1. The yield is 1.00. (8) The reactants are [N+:1]([CH2:4][CH:5]([CH2:12][CH2:13][CH3:14])[CH2:6][C:7]([O:9]CC)=O)([O-])=O.C([O-])=O.[NH4+].[CH3:19][O:20][C:21]1[CH:44]=[CH:43][C:24]([CH2:25][N:26]2[C:30]3=[N:31][CH:32]=[CH:33][C:34]([CH:35]=O)=[C:29]3[N:28]=[C:27]2[C:37]2[CH:42]=[CH:41][CH:40]=[CH:39][CH:38]=2)=[CH:23][CH:22]=1. The catalyst is CO.CCOCC.[Pd]. The product is [CH3:19][O:20][C:21]1[CH:44]=[CH:43][C:24]([CH2:25][N:26]2[C:30]3=[N:31][CH:32]=[CH:33][C:34]([CH2:35][N:1]4[CH2:4][CH:5]([CH2:12][CH2:13][CH3:14])[CH2:6][C:7]4=[O:9])=[C:29]3[N:28]=[C:27]2[C:37]2[CH:38]=[CH:39][CH:40]=[CH:41][CH:42]=2)=[CH:23][CH:22]=1. The yield is 0.600.